Dataset: Peptide-MHC class II binding affinity with 134,281 pairs from IEDB. Task: Regression. Given a peptide amino acid sequence and an MHC pseudo amino acid sequence, predict their binding affinity value. This is MHC class II binding data. The peptide sequence is VAPVIKARMMEYGTTMVSYQ. The MHC is DRB1_0401 with pseudo-sequence DRB1_0401. The binding affinity (normalized) is 0.306.